From a dataset of Reaction yield outcomes from USPTO patents with 853,638 reactions. Predict the reaction yield, written as a fraction of the theoretical maximum amount of product (1.0 means a 100% yield; for example, 0.34 means a 34% yield). (1) The reactants are [Cl:1][C:2]1[C:10]([C:11]#[N:12])=[CH:9][CH:8]=[C:7]2[C:3]=1[CH:4]=[C:5]([CH:13]([F:15])[F:14])[NH:6]2.C([O-])([O-])=O.[Cs+].[Cs+].[CH3:22][S:23]([C:26]1[CH:31]=[CH:30][C:29]([O:32][CH2:33][CH2:34]Br)=[CH:28][CH:27]=1)(=[O:25])=[O:24]. The catalyst is CC#N. The product is [Cl:1][C:2]1[C:10]([C:11]#[N:12])=[CH:9][CH:8]=[C:7]2[C:3]=1[CH:4]=[C:5]([CH:13]([F:14])[F:15])[N:6]2[CH2:34][CH2:33][O:32][C:29]1[CH:28]=[CH:27][C:26]([S:23]([CH3:22])(=[O:25])=[O:24])=[CH:31][CH:30]=1. The yield is 0.610. (2) The reactants are S1C=CC=C1C[C@@H]1NC2C(=CC=CC=2)NC1=O.[C:18]1([C:46]2[CH:51]=[CH:50][CH:49]=[CH:48][CH:47]=2)[CH:23]=[CH:22][CH:21]=[C:20]([NH:24][C:25](=[O:45])[CH2:26][CH2:27][CH2:28][CH2:29][NH:30][C:31](=[O:44])[CH2:32][O:33][CH2:34][C:35]2[CH:40]=[CH:39][C:38]([N+:41]([O-])=O)=[CH:37][CH:36]=2)[CH:19]=1. No catalyst specified. The product is [NH2:41][C:38]1[CH:39]=[CH:40][C:35]([CH2:34][O:33][CH2:32][C:31]([NH:30][CH2:29][CH2:28][CH2:27][CH2:26][C:25]([NH:24][C:20]2[CH:19]=[C:18]([C:46]3[CH:47]=[CH:48][CH:49]=[CH:50][CH:51]=3)[CH:23]=[CH:22][CH:21]=2)=[O:45])=[O:44])=[CH:36][CH:37]=1. The yield is 0.0300. (3) The reactants are [OH:1][C:2]1[N:3]=[CH:4][C:5]2[C:10]([C:11]=1[C:12]([O:14][CH2:15][CH3:16])=[O:13])=[CH:9][CH:8]=[CH:7][CH:6]=2.[C:17]1(P(C2C=CC=CC=2)C2C=CC=CC=2)C=CC=C[CH:18]=1.C(O)C.CC(OC(/N=N/C(OC(C)C)=O)=O)C. The catalyst is C1COCC1. The product is [CH2:17]([O:1][C:2]1[N:3]=[CH:4][C:5]2[C:10]([C:11]=1[C:12]([O:14][CH2:15][CH3:16])=[O:13])=[CH:9][CH:8]=[CH:7][CH:6]=2)[CH3:18]. The yield is 0.760.